Dataset: Forward reaction prediction with 1.9M reactions from USPTO patents (1976-2016). Task: Predict the product of the given reaction. (1) Given the reactants [C:1]([OH:10])(=O)[C:2]1[C:3](=[CH:5][CH:6]=[CH:7][CH:8]=1)[OH:4].[NH2:11][CH2:12][CH2:13][NH:14][C:15](=[O:21])[O:16][C:17]([CH3:20])([CH3:19])[CH3:18], predict the reaction product. The product is: [C:17]([O:16][C:15](=[O:21])[NH:14][CH2:13][CH2:12][NH:11][C:1](=[O:10])[C:2]1[CH:8]=[CH:7][CH:6]=[CH:5][C:3]=1[OH:4])([CH3:20])([CH3:18])[CH3:19]. (2) Given the reactants [CH2:1]([O:8][C:9]1[CH:20]=[CH:19][C:12]([CH2:13][C@@H:14]([C:16]([OH:18])=[O:17])[NH2:15])=[CH:11][CH:10]=1)[C:2]1[CH:7]=[CH:6][CH:5]=[CH:4][CH:3]=1.C(N(CC)CC)C.[CH3:28][C:29]([O:32][C:33](O[C:33]([O:32][C:29]([CH3:31])([CH3:30])[CH3:28])=[O:34])=[O:34])([CH3:31])[CH3:30], predict the reaction product. The product is: [C:33]([NH:15][C@H:14]([C:16]([OH:18])=[O:17])[CH2:13][C:12]1[CH:11]=[CH:10][C:9]([O:8][CH2:1][C:2]2[CH:3]=[CH:4][CH:5]=[CH:6][CH:7]=2)=[CH:20][CH:19]=1)([O:32][C:29]([CH3:31])([CH3:30])[CH3:28])=[O:34].